Dataset: Catalyst prediction with 721,799 reactions and 888 catalyst types from USPTO. Task: Predict which catalyst facilitates the given reaction. Reactant: [Br:1][C:2]1[C:7]([F:8])=[CH:6][C:5](/[C:9](/[C:19]2[CH:24]=[CH:23][N:22]=[CH:21][CH:20]=2)=[N:10]\[NH:11]C(OC(C)(C)C)=O)=[C:4](F)[CH:3]=1.C1CCN2C(=NCCC2)CC1. Product: [Br:1][C:2]1[CH:3]=[C:4]2[C:5]([C:9]([C:19]3[CH:24]=[CH:23][N:22]=[CH:21][CH:20]=3)=[N:10][NH:11]2)=[CH:6][C:7]=1[F:8]. The catalyst class is: 1.